From a dataset of Reaction yield outcomes from USPTO patents with 853,638 reactions. Predict the reaction yield, written as a fraction of the theoretical maximum amount of product (1.0 means a 100% yield; for example, 0.34 means a 34% yield). (1) The reactants are [Cl:1][C:2]1[CH:3]=[C:4]([C:9]2[CH:21]=[CH:20][C:12]([C:13]([NH:15][S:16]([CH3:19])(=[O:18])=[O:17])=[O:14])=[CH:11][C:10]=2[O:22][CH3:23])[CH:5]=[N:6][C:7]=1F.C([O-])([O-])=O.[Cs+].[Cs+].[Cl:30][C:31]1[CH:32]=[C:33]([OH:38])[CH:34]=[C:35]([Cl:37])[CH:36]=1. The catalyst is CS(C)=O. The product is [Cl:1][C:2]1[CH:3]=[C:4]([C:9]2[CH:21]=[CH:20][C:12]([C:13]([NH:15][S:16]([CH3:19])(=[O:18])=[O:17])=[O:14])=[CH:11][C:10]=2[O:22][CH3:23])[CH:5]=[N:6][C:7]=1[O:38][C:33]1[CH:32]=[C:31]([Cl:30])[CH:36]=[C:35]([Cl:37])[CH:34]=1. The yield is 0.660. (2) The reactants are [F:1][C:2]([F:21])([F:20])[C:3]1[CH:8]=[CH:7][C:6]([C:9]2[CH:10]=[C:11]3[C:16](=[CH:17][CH:18]=2)[NH:15][C:14](=[O:19])[CH2:13][CH2:12]3)=[CH:5][CH:4]=1.BrN1C(=O)CCC1=O. The catalyst is C(Cl)(Cl)Cl.C(OOC(=O)C1C=CC=CC=1)(=O)C1C=CC=CC=1. The product is [F:21][C:2]([F:1])([F:20])[C:3]1[CH:4]=[CH:5][C:6]([C:9]2[CH:10]=[C:11]3[C:16](=[CH:17][CH:18]=2)[NH:15][C:14](=[O:19])[CH:13]=[CH:12]3)=[CH:7][CH:8]=1. The yield is 0.190. (3) The reactants are [F:1][C:2]1[CH:7]=[CH:6][C:5]([C:8]2[NH:17][C:11]3=[N:12][CH:13]=[C:14]([NH2:16])[CH:15]=[C:10]3[CH:9]=2)=[CH:4][CH:3]=1.[CH3:18][C:19]1[NH:23][N:22]=[C:21]([CH:24]=O)[CH:20]=1.FC(F)(F)C(O)=O.C([SiH](CC)CC)C. The catalyst is C(#N)C. The product is [F:1][C:2]1[CH:3]=[CH:4][C:5]([C:8]2[NH:17][C:11]3=[N:12][CH:13]=[C:14]([NH:16][CH2:24][C:21]4[CH:20]=[C:19]([CH3:18])[NH:23][N:22]=4)[CH:15]=[C:10]3[CH:9]=2)=[CH:6][CH:7]=1. The yield is 0.430. (4) The reactants are [C:1]([C:3]1([C:7]2[CH:8]=[C:9]([CH:13]=[CH:14][CH:15]=2)[C:10]([OH:12])=O)[CH2:6][CH2:5][CH2:4]1)#[N:2].C(Cl)(=O)C(Cl)=O.O1CCCC1.[NH2:27][C:28]1[CH:29]=[CH:30][C:31]([O:50][CH3:51])=[C:32]([CH:49]=1)[O:33][C:34]1[CH:35]=[CH:36][C:37]2[N:38]([CH:40]=[C:41]([NH:43][C:44]([CH:46]3[CH2:48][CH2:47]3)=[O:45])[N:42]=2)[N:39]=1. The catalyst is CN(C)C=O.CN1CCCC1=O. The product is [C:1]([C:3]1([C:7]2[CH:8]=[C:9]([CH:13]=[CH:14][CH:15]=2)[C:10]([NH:27][C:28]2[CH:29]=[CH:30][C:31]([O:50][CH3:51])=[C:32]([O:33][C:34]3[CH:35]=[CH:36][C:37]4[N:38]([CH:40]=[C:41]([NH:43][C:44]([CH:46]5[CH2:48][CH2:47]5)=[O:45])[N:42]=4)[N:39]=3)[CH:49]=2)=[O:12])[CH2:4][CH2:5][CH2:6]1)#[N:2]. The yield is 0.740. (5) The reactants are Br[C:2]1[CH:7]=[CH:6][C:5]([F:8])=[CH:4][N:3]=1.C([Li])(CC)C.[CH3:14][Si:15]([CH3:22])([CH3:21])[C:16]#[C:17][C:18](=[O:20])[CH3:19]. The catalyst is CCOCC. The product is [F:8][C:5]1[CH:6]=[CH:7][C:2]([C:18]([OH:20])([C:17]#[C:16][Si:15]([CH3:22])([CH3:21])[CH3:14])[CH3:19])=[N:3][CH:4]=1. The yield is 0.420. (6) The reactants are [H-].[Na+].[NH:3]1[C:11]2[C:6](=[CH:7][CH:8]=[CH:9][CH:10]=2)[CH:5]=[CH:4]1.Br[CH2:13][CH2:14][CH2:15][CH2:16][O:17][C:18]1[C:19](=[O:32])[CH:20]=[C:21]([CH2:24][O:25][CH:26]2[CH2:31][CH2:30][CH2:29][CH2:28][O:27]2)[O:22][CH:23]=1. No catalyst specified. The product is [N:3]1([CH2:13][CH2:14][CH2:15][CH2:16][O:17][C:18]2[C:19](=[O:32])[CH:20]=[C:21]([CH2:24][O:25][CH:26]3[CH2:31][CH2:30][CH2:29][CH2:28][O:27]3)[O:22][CH:23]=2)[C:11]2[C:6](=[CH:7][CH:8]=[CH:9][CH:10]=2)[CH:5]=[CH:4]1. The yield is 0.435.